From a dataset of Ames mutagenicity test results for genotoxicity prediction. Regression/Classification. Given a drug SMILES string, predict its toxicity properties. Task type varies by dataset: regression for continuous values (e.g., LD50, hERG inhibition percentage) or binary classification for toxic/non-toxic outcomes (e.g., AMES mutagenicity, cardiotoxicity, hepatotoxicity). Dataset: ames. (1) The molecule is O=NN1CN2CN(C1)CN(N=O)C2. The result is 1 (mutagenic). (2) The drug is [N-]=[N+]=NCC(O)Cn1ccc(N)nc1=O. The result is 1 (mutagenic). (3) The compound is O=C1C2(Cl)C3(Cl)C4(Cl)C(Cl)(Cl)C5(Cl)C3(Cl)C1(Cl)C5(Cl)C24Cl. The result is 0 (non-mutagenic). (4) The compound is Oc1cc2c(cc1O)[C@H]1c3ccc(O)c(O)c3OC[C@]1(O)C2. The result is 0 (non-mutagenic). (5) The drug is CN(C)CCNC(=O)n1c2ccccc2c(=O)c2ccccc21. The result is 1 (mutagenic).